This data is from Catalyst prediction with 721,799 reactions and 888 catalyst types from USPTO. The task is: Predict which catalyst facilitates the given reaction. (1) Reactant: Cl[CH2:2][CH2:3][CH2:4][NH:5][C:6]([NH:8][C:9]1[CH:14]=[CH:13][C:12]([N+:15]([O-:17])=[O:16])=[CH:11][CH:10]=1)=[O:7].CC(C)([O-])C.[K+]. Product: [N+:15]([C:12]1[CH:13]=[CH:14][C:9]([N:8]2[CH2:2][CH2:3][CH2:4][NH:5][C:6]2=[O:7])=[CH:10][CH:11]=1)([O-:17])=[O:16]. The catalyst class is: 7. (2) Reactant: [CH3:1][C:2]1[CH:8]=[C:7]([B:9]2[O:13][C:12]([CH3:15])([CH3:14])[C:11]([CH3:17])([CH3:16])[O:10]2)[CH:6]=[C:5]([N+:18]([O-])=O)[C:3]=1[NH2:4]. Product: [CH3:1][C:2]1[CH:8]=[C:7]([B:9]2[O:13][C:12]([CH3:15])([CH3:14])[C:11]([CH3:17])([CH3:16])[O:10]2)[CH:6]=[C:5]([NH2:18])[C:3]=1[NH2:4]. The catalyst class is: 19. (3) Reactant: [N+:1]([C:4]1[C:17]2[C:16]3[C:11](=[C:12]4[CH:21]=[C:20]5[O:22][CH2:23][O:24][C:19]5=[CH:18][C:13]4=[N:14][CH:15]=3)[N:10]([CH2:25][CH2:26][N:27]([CH3:29])[CH3:28])[C:9](=[O:30])[C:8]=2[CH:7]=[CH:6][CH:5]=1)([O-])=O.O.NN. Product: [NH2:1][C:4]1[C:17]2[C:16]3[C:11](=[C:12]4[CH:21]=[C:20]5[O:22][CH2:23][O:24][C:19]5=[CH:18][C:13]4=[N:14][CH:15]=3)[N:10]([CH2:25][CH2:26][N:27]([CH3:28])[CH3:29])[C:9](=[O:30])[C:8]=2[CH:7]=[CH:6][CH:5]=1. The catalyst class is: 171. (4) Reactant: [S:1]1[C:5]2[CH:6]=[C:7]([NH:10][C:11]3[CH:21]=[C:20]([NH:22][CH:23]([CH3:25])[CH3:24])[C:14]([C:15]([O:17]CC)=[O:16])=[CH:13][N:12]=3)[CH:8]=[CH:9][C:4]=2[N:3]=[CH:2]1.[Li+].[OH-]. Product: [S:1]1[C:5]2[CH:6]=[C:7]([NH:10][C:11]3[CH:21]=[C:20]([NH:22][CH:23]([CH3:25])[CH3:24])[C:14]([C:15]([OH:17])=[O:16])=[CH:13][N:12]=3)[CH:8]=[CH:9][C:4]=2[N:3]=[CH:2]1. The catalyst class is: 40. (5) Reactant: [C:1]1(B(O)O)[C:10]2[C:5](=[CH:6][CH:7]=[CH:8][CH:9]=2)[CH:4]=[CH:3][CH:2]=1.[Br:14][C:15]1[CH:25]=[CH:24][C:18]([C:19]([O:21][CH2:22][CH3:23])=[O:20])=[C:17](I)[CH:16]=1.C(=O)([O-])[O-].[Na+].[Na+]. Product: [Br:14][C:15]1[CH:16]=[CH:17][C:18]([C:19]([O:21][CH2:22][CH3:23])=[O:20])=[C:24]([C:1]2[C:10]3[C:5](=[CH:6][CH:7]=[CH:8][CH:9]=3)[CH:4]=[CH:3][CH:2]=2)[CH:25]=1. The catalyst class is: 206. (6) Reactant: Cl.[CH3:2][O:3][NH2:4].C(N(CC)CC)C.Cl.Cl.[NH2:14][CH2:15][CH2:16][N:17]1[C:25]2[C:24]([NH:26][C:27]3[CH:32]=[CH:31][C:30]([O:33][C:34]4[CH:39]=[CH:38][CH:37]=[C:36]([C:40]([F:43])([F:42])[F:41])[CH:35]=4)=[C:29]([Cl:44])[CH:28]=3)=[N:23][CH:22]=[N:21][C:20]=2[CH:19]=[CH:18]1.[C:45](=O)([O-])[OH:46].[Na+]. Product: [Cl:44][C:29]1[CH:28]=[C:27]([NH:26][C:24]2[C:25]3[N:17]([CH2:16][CH2:15][NH:14][C:45]([NH:4][O:3][CH3:2])=[O:46])[CH:18]=[CH:19][C:20]=3[N:21]=[CH:22][N:23]=2)[CH:32]=[CH:31][C:30]=1[O:33][C:34]1[CH:39]=[CH:38][CH:37]=[C:36]([C:40]([F:43])([F:42])[F:41])[CH:35]=1. The catalyst class is: 391. (7) Reactant: Cl[C:2](=[O:7])[C:3]([O:5][CH3:6])=[O:4].[NH2:8][C:9]1[CH:14]=[CH:13][C:12]([C@H:15]2[CH2:20][CH2:19][C@H:18]([CH2:21][C:22]([O:24][CH3:25])=[O:23])[CH2:17][CH2:16]2)=[CH:11][CH:10]=1.N1C=CC=CC=1. Product: [CH3:25][O:24][C:22](=[O:23])[CH2:21][C@H:18]1[CH2:17][CH2:16][C@H:15]([C:12]2[CH:11]=[CH:10][C:9]([NH:8][C:2](=[O:7])[C:3]([O:5][CH3:6])=[O:4])=[CH:14][CH:13]=2)[CH2:20][CH2:19]1. The catalyst class is: 2.